This data is from Forward reaction prediction with 1.9M reactions from USPTO patents (1976-2016). The task is: Predict the product of the given reaction. (1) Given the reactants C(OC([NH:11][C:12]12[CH2:19][C:16]([C:20]([O-:22])=[O:21])([CH2:17][CH2:18]1)[CH2:15][CH2:14][CH2:13]2)=O)C1C=CC=CC=1.[CH3:23]CO, predict the reaction product. The product is: [NH2:11][C:12]12[CH2:19][C:16]([C:20]([O:22][CH3:23])=[O:21])([CH2:17][CH2:18]1)[CH2:15][CH2:14][CH2:13]2. (2) Given the reactants [Br:1][C:2]1[CH:3]=[C:4]([CH:17]=[CH:18][CH:19]=1)[NH:5][C:6]1[C:7]2[CH:15]=[CH:14][C:13](F)=[N:12][C:8]=2[N:9]=[CH:10][N:11]=1.[NH3:20], predict the reaction product. The product is: [NH2:20][C:13]1[CH:14]=[CH:15][C:7]2[C:6]([NH:5][C:4]3[CH:17]=[CH:18][CH:19]=[C:2]([Br:1])[CH:3]=3)=[N:11][CH:10]=[N:9][C:8]=2[N:12]=1.